From a dataset of Reaction yield outcomes from USPTO patents with 853,638 reactions. Predict the reaction yield, written as a fraction of the theoretical maximum amount of product (1.0 means a 100% yield; for example, 0.34 means a 34% yield). (1) The reactants are [C:9](O[C:9]([O:11][C:12]([CH3:15])([CH3:14])[CH3:13])=[O:10])([O:11][C:12]([CH3:15])([CH3:14])[CH3:13])=[O:10].[NH2:16][CH2:17][CH2:18][OH:19]. The catalyst is ClCCl. The product is [OH:19][CH2:18][CH2:17][NH:16][C:9](=[O:10])[O:11][C:12]([CH3:13])([CH3:14])[CH3:15]. The yield is 0.910. (2) The reactants are [N:1]1([CH2:7][C:8]2[CH:22]=[CH:21][C:11]3[NH:12][C:13]([C:15]4[C:19]([NH2:20])=[CH:18][NH:17][N:16]=4)=[N:14][C:10]=3[CH:9]=2)[CH2:6][CH2:5][O:4][CH2:3][CH2:2]1.C1N=CN([C:28]([N:30]2C=NC=C2)=[O:29])C=1.[F:35][C:36]1[CH:43]=[CH:42][CH:41]=[C:40]([F:44])[C:37]=1[CH2:38]N. The catalyst is C1COCC1. The product is [F:35][C:36]1[CH:43]=[CH:42][CH:41]=[C:40]([F:44])[C:37]=1[CH2:38][N:20]([C:19]1[C:15]([C:13]2[NH:12][C:11]3[CH:21]=[CH:22][C:8]([CH2:7][N:1]4[CH2:6][CH2:5][O:4][CH2:3][CH2:2]4)=[CH:9][C:10]=3[N:14]=2)=[N:16][NH:17][CH:18]=1)[C:28]([NH2:30])=[O:29]. The yield is 0.190. (3) The reactants are [CH2:1](O)[CH2:2][CH2:3][CH2:4][CH2:5][CH2:6][CH2:7][CH2:8][CH2:9][CH:10]=[CH2:11].C1(P(C2C=CC=CC=2)C2C=CC=CC=2)C=CC=CC=1.[I:32]I.N1C=CN=C1. No catalyst specified. The product is [I:32][CH2:1][CH2:2][CH2:3][CH2:4][CH2:5][CH2:6][CH2:7][CH2:8][CH2:9][CH:10]=[CH2:11]. The yield is 0.900. (4) The yield is 0.450. The product is [CH3:45][N:1]([C:2]1[CH:7]=[C:6]([CH2:8][O:9][C:10]2[C:19]3[C:14](=[CH:15][CH:16]=[CH:17][CH:18]=3)[C:13]([NH:20][C:21]([NH:23][C:24]3[N:28]([C:29]4[CH:30]=[CH:31][C:32]([CH3:35])=[CH:33][CH:34]=4)[N:27]=[C:26]([C:36]([CH3:39])([CH3:38])[CH3:37])[CH:25]=3)=[O:22])=[CH:12][CH:11]=2)[CH:5]=[CH:4][N:3]=1)[C:42]([NH2:41])=[O:43]. No catalyst specified. The reactants are [NH2:1][C:2]1[CH:7]=[C:6]([CH2:8][O:9][C:10]2[C:19]3[C:14](=[CH:15][CH:16]=[CH:17][CH:18]=3)[C:13]([NH:20][C:21]([NH:23][C:24]3[N:28]([C:29]4[CH:34]=[CH:33][C:32]([CH3:35])=[CH:31][CH:30]=4)[N:27]=[C:26]([C:36]([CH3:39])([CH3:38])[CH3:37])[CH:25]=3)=[O:22])=[CH:12][CH:11]=2)[CH:5]=[CH:4][N:3]=1.C[N:41]=[C:42]=[O:43].N1C=CC=C[CH:45]=1. (5) The reactants are C1CCC(N=C=NC2CCCCC2)CC1.[OH:16][C:17]([CH:19]([C:21]1[CH:30]=[CH:29][C:24]([CH2:25][CH:26]([CH3:28])[CH3:27])=[CH:23][CH:22]=1)[CH3:20])=[O:18].O[C:32]1[CH:52]=[CH:51][C:35]([C:36]([O:38][CH:39]2[CH2:44][O:43][CH:42]([C:45]3[CH:50]=[CH:49][CH:48]=[CH:47][CH:46]=3)[O:41][CH2:40]2)=[O:37])=[CH:34][CH:33]=1. The catalyst is CN(C1C=CN=CC=1)C.C(Cl)Cl. The product is [CH2:25]([C:24]1[CH:23]=[CH:22][C:21]([CH:19]([CH3:20])[C:17]([O:16][C:32]2[CH:52]=[CH:51][C:35]([C:36]([O:38][CH:39]3[CH2:44][O:43][CH:42]([C:45]4[CH:50]=[CH:49][CH:48]=[CH:47][CH:46]=4)[O:41][CH2:40]3)=[O:37])=[CH:34][CH:33]=2)=[O:18])=[CH:30][CH:29]=1)[CH:26]([CH3:27])[CH3:28]. The yield is 0.710. (6) The reactants are Br[C:2]1[CH:7]=[CH:6][C:5]([O:8][Si:9]([CH:16]([CH3:18])[CH3:17])([CH:13]([CH3:15])[CH3:14])[CH:10]([CH3:12])[CH3:11])=[CH:4][CH:3]=1.C([Li])CCC.[B:24](OC(C)C)([O:29]C(C)C)[O:25]C(C)C. The catalyst is C1COCC1. The product is [CH:10]([Si:9]([CH:16]([CH3:18])[CH3:17])([CH:13]([CH3:15])[CH3:14])[O:8][C:5]1[CH:6]=[CH:7][C:2]([B:24]([OH:29])[OH:25])=[CH:3][CH:4]=1)([CH3:12])[CH3:11]. The yield is 0.680. (7) The reactants are [C:1]([C:3]1[CH:8]=[CH:7][CH:6]=[CH:5][C:4]=1[C:9]1[CH:14]=[CH:13][C:12]([CH2:15][CH:16]([C:22](=O)[CH2:23][CH2:24][CH3:25])[C:17](OCC)=[O:18])=[CH:11][CH:10]=1)#[N:2].[CH3:27][O:28][CH:29]1[CH2:34][CH2:33][CH2:32][CH2:31][CH:30]1[NH:35][C:36]1[NH:40][C:39]([CH3:41])=[N:38][N:37]=1. No catalyst specified. The product is [CH3:27][O:28][CH:29]1[CH2:34][CH2:33][CH2:32][CH2:31][CH:30]1[N:35]1[C:17](=[O:18])[C:16]([CH2:15][C:12]2[CH:13]=[CH:14][C:9]([C:4]3[C:3]([C:1]#[N:2])=[CH:8][CH:7]=[CH:6][CH:5]=3)=[CH:10][CH:11]=2)=[C:22]([CH2:23][CH2:24][CH3:25])[N:37]2[N:38]=[C:39]([CH3:41])[N:40]=[C:36]12. The yield is 0.460. (8) The reactants are [CH2:1]([O:3][C:4]([CH:6]1[CH2:13][CH:12]2[N:14]([S:15]([C:18]3[CH:23]=[CH:22][C:21]([Cl:24])=[CH:20][CH:19]=3)(=[O:17])=[O:16])[CH:8]([CH2:9][C:10](=[O:25])[CH2:11]2)[CH2:7]1)=[O:5])[CH3:2].[CH:26](OCC)=[O:27].[O-]CC.[Na+]. The catalyst is C1COCC1.C(O)C. The product is [CH2:1]([O:3][C:4]([CH:6]1[CH2:7][CH:8]2[N:14]([S:15]([C:18]3[CH:23]=[CH:22][C:21]([Cl:24])=[CH:20][CH:19]=3)(=[O:17])=[O:16])[CH:12]([CH2:11][C:10](=[O:25])[C:9]2=[CH:26][OH:27])[CH2:13]1)=[O:5])[CH3:2]. The yield is 0.940. (9) The reactants are [CH2:1]([C:5]1[N:6]=[C:7]([CH3:27])[NH:8][C:9](=[O:26])[C:10]=1[CH2:11][C:12]1[CH:17]=[CH:16][C:15]([C:18]2[C:19]([C:24]#[N:25])=[CH:20][CH:21]=[CH:22][CH:23]=2)=[CH:14][CH:13]=1)[CH2:2][CH2:3][CH3:4].[H-].[Na+].Br[CH2:31][C:32]1[S:33][CH:34]=[CH:35][CH:36]=1.[Cl-].O[NH3+:39].[C:40](=[O:43])([O-])[OH:41].[Na+]. The catalyst is C(OCC)(=O)C.CS(C)=O.CN(C)C=O. The product is [CH2:1]([C:5]1[N:6]=[C:7]([CH3:27])[N:8]([CH2:31][C:32]2[S:33][CH:34]=[CH:35][CH:36]=2)[C:9](=[O:26])[C:10]=1[CH2:11][C:12]1[CH:17]=[CH:16][C:15]([C:18]2[CH:23]=[CH:22][CH:21]=[CH:20][C:19]=2[C:24]2[NH:39][C:40](=[O:43])[O:41][N:25]=2)=[CH:14][CH:13]=1)[CH2:2][CH2:3][CH3:4]. The yield is 0.610. (10) The reactants are ON1C2C=CC=CC=2N=N1.[NH:11]1[CH2:16][CH2:15][CH2:14][CH:13]([C:17]2[C:25]3[C:20](=[CH:21][CH:22]=[CH:23][CH:24]=3)[NH:19][CH:18]=2)[CH2:12]1.CN1CCOCC1.[CH3:33][N:34]([CH3:51])[C:35]1([C:45]2[CH:50]=[CH:49][CH:48]=[CH:47][CH:46]=2)[CH2:40][CH2:39][C:38](=[CH:41][C:42](O)=[O:43])[CH2:37][CH2:36]1.C1(N=C=NC2CCCCC2)CCCCC1.C(NC1CCCCC1)(NC1CCCCC1)=O.[OH-].[Na+]. The catalyst is CN(C)C=O.O. The product is [CH3:51][N:34]([CH3:33])[C:35]1([C:45]2[CH:46]=[CH:47][CH:48]=[CH:49][CH:50]=2)[CH2:40][CH2:39][C:38](=[CH:41][C:42]([N:11]2[CH2:16][CH2:15][CH2:14][CH:13]([C:17]3[C:25]4[C:20](=[CH:21][CH:22]=[CH:23][CH:24]=4)[NH:19][CH:18]=3)[CH2:12]2)=[O:43])[CH2:37][CH2:36]1. The yield is 0.300.